This data is from Full USPTO retrosynthesis dataset with 1.9M reactions from patents (1976-2016). The task is: Predict the reactants needed to synthesize the given product. (1) Given the product [F:25][C:26]1[CH:31]=[C:30]([F:32])[CH:29]=[CH:28][C:27]=1[N:33]1[C:2]2[C@@H:1]3[CH2:6][C@@H:5]3[CH2:4][C:3]=2[C:9]([C:8]([OH:15])=[O:14])=[N:34]1, predict the reactants needed to synthesize it. The reactants are: [C@@H:1]12[CH2:6][C@@H:5]1[CH2:4][CH2:3][C:2]2=O.[C:8]([O:15]CC)(=[O:14])[C:9](OCC)=O.CC(C)([O-])C.[K+].Cl.[F:25][C:26]1[CH:31]=[C:30]([F:32])[CH:29]=[CH:28][C:27]=1[NH:33][NH2:34].Cl. (2) Given the product [NH2:12][C:11]1[C:2]([Cl:1])=[C:3]([CH:8]=[CH:9][CH:10]=1)[C:4]([O:6][CH3:7])=[O:5], predict the reactants needed to synthesize it. The reactants are: [Cl:1][C:2]1[C:11]([N+:12]([O-])=O)=[CH:10][CH:9]=[CH:8][C:3]=1[C:4]([O:6][CH3:7])=[O:5].C([O-])=O.[NH4+]. (3) Given the product [F:18][C:2]([F:1])([C:14]([F:15])([F:16])[F:17])[CH2:3][CH2:4][S:5]([CH:8]([CH2:25][CH2:24][S:23][C:20]([F:22])([F:21])[F:19])[C:9]([O:11][CH2:12][CH3:13])=[O:10])(=[O:6])=[O:7], predict the reactants needed to synthesize it. The reactants are: [F:1][C:2]([F:18])([C:14]([F:17])([F:16])[F:15])[CH2:3][CH2:4][S:5]([CH2:8][C:9]([O:11][CH2:12][CH3:13])=[O:10])(=[O:7])=[O:6].[F:19][C:20]([S:23][CH2:24][CH2:25]OS(C(F)(F)F)(=O)=O)([F:22])[F:21].C(=O)([O-])[O-].[K+].[K+].